Dataset: Catalyst prediction with 721,799 reactions and 888 catalyst types from USPTO. Task: Predict which catalyst facilitates the given reaction. (1) The catalyst class is: 10. Product: [CH3:27][CH:28]([CH3:31])[CH2:29][NH:30][CH2:12][CH:13]1[CH2:22][CH2:21][C:20]2[C:15](=[CH:16][C:17]([S:23]([CH3:26])(=[O:24])=[O:25])=[CH:18][CH:19]=2)[O:14]1. Reactant: CC1C=CC(S(O[CH2:12][CH:13]2[CH2:22][CH2:21][C:20]3[C:15](=[CH:16][C:17]([S:23]([CH3:26])(=[O:25])=[O:24])=[CH:18][CH:19]=3)[O:14]2)(=O)=O)=CC=1.[CH3:27][CH:28]([CH3:31])[CH2:29][NH2:30]. (2) The catalyst class is: 257. Reactant: [NH2:1][C:2]([C:4]1[CH:5]=[N:6][C:7]2[C:12]([C:13]=1[NH:14][C:15]1[CH:16]=[C:17]([C:25]([O:27][CH3:28])=[O:26])[CH:18]=[C:19]([C:21]([O:23][CH3:24])=[O:22])[CH:20]=1)=[CH:11][CH:10]=[C:9](Br)[CH:8]=2)=[O:3].B(O)O.[C:33](=[O:36])([O-])[O-].[K+].[K+].O1[CH2:44][CH2:43][O:42][CH2:41]C1. Product: [NH2:1][C:2]([C:4]1[CH:5]=[N:6][C:7]2[C:12]([C:13]=1[NH:14][C:15]1[CH:16]=[C:17]([C:25]([O:27][CH3:28])=[O:26])[CH:18]=[C:19]([C:21]([O:23][CH3:24])=[O:22])[CH:20]=1)=[CH:11][CH:10]=[C:9]([C:4]1[C:2]([O:36][CH3:33])=[N:1][C:43]([O:42][CH3:41])=[CH:44][CH:13]=1)[CH:8]=2)=[O:3].